This data is from Reaction yield outcomes from USPTO patents with 853,638 reactions. The task is: Predict the reaction yield, written as a fraction of the theoretical maximum amount of product (1.0 means a 100% yield; for example, 0.34 means a 34% yield). The reactants are Br[C:2]1[C:11]2[C:6](=[CH:7][CH:8]=[CH:9][CH:10]=2)[C:5]([C:12](=[O:14])[CH3:13])=[C:4]([OH:15])[CH:3]=1.[OH:16][C:17]1[CH:22]=[CH:21][C:20](B(O)O)=[CH:19][CH:18]=1.C(=O)([O-])[O-].[K+].[K+]. The catalyst is O.O1CCOCC1.C1C=CC([P]([Pd]([P](C2C=CC=CC=2)(C2C=CC=CC=2)C2C=CC=CC=2)([P](C2C=CC=CC=2)(C2C=CC=CC=2)C2C=CC=CC=2)[P](C2C=CC=CC=2)(C2C=CC=CC=2)C2C=CC=CC=2)(C2C=CC=CC=2)C2C=CC=CC=2)=CC=1. The product is [OH:15][C:4]1[CH:3]=[C:2]([C:20]2[CH:21]=[CH:22][C:17]([OH:16])=[CH:18][CH:19]=2)[C:11]2[C:6](=[CH:7][CH:8]=[CH:9][CH:10]=2)[C:5]=1[C:12](=[O:14])[CH3:13]. The yield is 0.830.